This data is from NCI-60 drug combinations with 297,098 pairs across 59 cell lines. The task is: Regression. Given two drug SMILES strings and cell line genomic features, predict the synergy score measuring deviation from expected non-interaction effect. Cell line: SR. Drug 1: CS(=O)(=O)C1=CC(=C(C=C1)C(=O)NC2=CC(=C(C=C2)Cl)C3=CC=CC=N3)Cl. Synergy scores: CSS=7.02, Synergy_ZIP=-15.7, Synergy_Bliss=-26.5, Synergy_Loewe=-27.3, Synergy_HSA=-20.9. Drug 2: CN(CC1=CN=C2C(=N1)C(=NC(=N2)N)N)C3=CC=C(C=C3)C(=O)NC(CCC(=O)O)C(=O)O.